From a dataset of Reaction yield outcomes from USPTO patents with 853,638 reactions. Predict the reaction yield, written as a fraction of the theoretical maximum amount of product (1.0 means a 100% yield; for example, 0.34 means a 34% yield). The reactants are [CH2:1]([N:8]([CH2:20][C:21]1[CH:26]=[CH:25][CH:24]=[CH:23][CH:22]=1)[C@@H:9]([CH2:12][C:13]1[CH:18]=[CH:17][CH:16]=[C:15]([F:19])[CH:14]=1)[CH2:10][OH:11])[C:2]1[CH:7]=[CH:6][CH:5]=[CH:4][CH:3]=1.CCN(CC)CC. The catalyst is CS(C)=O.O.CCOC(C)=O. The product is [CH2:20]([N:8]([CH2:1][C:2]1[CH:3]=[CH:4][CH:5]=[CH:6][CH:7]=1)[C@@H:9]([CH2:12][C:13]1[CH:18]=[CH:17][CH:16]=[C:15]([F:19])[CH:14]=1)[CH:10]=[O:11])[C:21]1[CH:22]=[CH:23][CH:24]=[CH:25][CH:26]=1. The yield is 0.900.